This data is from NCI-60 drug combinations with 297,098 pairs across 59 cell lines. The task is: Regression. Given two drug SMILES strings and cell line genomic features, predict the synergy score measuring deviation from expected non-interaction effect. Drug 1: CN1C(=O)N2C=NC(=C2N=N1)C(=O)N. Drug 2: CC=C1C(=O)NC(C(=O)OC2CC(=O)NC(C(=O)NC(CSSCCC=C2)C(=O)N1)C(C)C)C(C)C. Cell line: OVCAR-4. Synergy scores: CSS=17.0, Synergy_ZIP=-3.25, Synergy_Bliss=1.92, Synergy_Loewe=-93.0, Synergy_HSA=-2.32.